Task: Predict the reactants needed to synthesize the given product.. Dataset: Full USPTO retrosynthesis dataset with 1.9M reactions from patents (1976-2016) (1) Given the product [C:19]1([O:18][C:16](=[O:17])[NH:6][CH2:5][C:4]2[CH:7]=[CH:8][CH:9]=[C:2]([OH:1])[CH:3]=2)[CH:24]=[CH:23][CH:22]=[CH:21][CH:20]=1, predict the reactants needed to synthesize it. The reactants are: [OH:1][C:2]1[CH:3]=[C:4]([CH:7]=[CH:8][CH:9]=1)[CH2:5][NH2:6].C(=O)([O-])O.[Na+].Cl[C:16]([O:18][C:19]1[CH:24]=[CH:23][CH:22]=[CH:21][CH:20]=1)=[O:17]. (2) The reactants are: [Cl:1][C:2]1[CH:7]=[CH:6][CH:5]=[C:4]([Cl:8])[C:3]=1[CH2:9][S:10]([C:13]1[CH:14]=[C:15]2[C:19](=[CH:20][CH:21]=1)[NH:18][C:17](=[O:22])/[C:16]/2=[CH:23]\[C:24]1[NH:28][C:27]([CH3:29])=[C:26]([CH2:30][C:31]([OH:33])=O)[C:25]=1[CH3:34])(=[O:12])=[O:11].C1C=CC2N(O)N=NC=2C=1.CCN=C=NCCCN(C)C.[NH:56]1[CH2:60][CH2:59][C@@H:58]([OH:61])[CH2:57]1. Given the product [Cl:8][C:4]1[CH:5]=[CH:6][CH:7]=[C:2]([Cl:1])[C:3]=1[CH2:9][S:10]([C:13]1[CH:14]=[C:15]2[C:19](=[CH:20][CH:21]=1)[NH:18][C:17](=[O:22])/[C:16]/2=[CH:23]\[C:24]1[NH:28][C:27]([CH3:29])=[C:26]([CH2:30][C:31]([N:56]2[CH2:60][CH2:59][C@@H:58]([OH:61])[CH2:57]2)=[O:33])[C:25]=1[CH3:34])(=[O:12])=[O:11], predict the reactants needed to synthesize it. (3) The reactants are: Cl[C:2]1[N:10]=[C:9]2[C:5]([N:6]=[CH:7][N:8]2[C@@H:11]2[CH2:15][C@H:14]([N:16]3[CH:20]=[C:19]([CH2:21][CH3:22])[CH:18]=[N:17]3)[C@@H:13]([OH:23])[C@H:12]2[OH:24])=[C:4]([NH:25][CH2:26][CH:27]([C:34]2[CH:39]=[CH:38][CH:37]=[CH:36][CH:35]=2)[C:28]2[CH:33]=[CH:32][CH:31]=[CH:30][CH:29]=2)[N:3]=1.[F:40][C:41]([F:46])([F:45])[C:42]([OH:44])=[O:43].C1(C(C2C=CC=CC=2)CNC2N=C(NCCN3CCCCC3)N=[C:61]3C=2N=[CH:59][N:60]3[C@@H:74]2[CH2:78][C@H:77]([N:79]3[CH:83]=C(CO)C=N3)[C@@H](O)[C@H]2O)C=CC=CC=1.CN(C)[C@@H]1CCNC1. Given the product [F:40][C:41]([F:46])([F:45])[C:42]([OH:44])=[O:43].[CH3:61][N:60]([CH3:59])[C@@H:74]1[CH2:78][CH2:77][N:79]([C:2]2[N:10]=[C:9]3[C:5]([N:6]=[CH:7][N:8]3[C@@H:11]3[CH2:15][C@H:14]([N:16]4[CH:20]=[C:19]([CH2:21][CH3:22])[CH:18]=[N:17]4)[C@@H:13]([OH:23])[C@H:12]3[OH:24])=[C:4]([NH:25][CH2:26][CH:27]([C:28]3[CH:33]=[CH:32][CH:31]=[CH:30][CH:29]=3)[C:34]3[CH:35]=[CH:36][CH:37]=[CH:38][CH:39]=3)[N:3]=2)[CH2:83]1, predict the reactants needed to synthesize it. (4) Given the product [CH3:23][O:22][C:6]1[C:5]([CH3:24])=[C:4]2[C:9]([C:10]([O:12][CH2:13][C:14]3[CH:19]=[CH:18][C:17]([O:20][CH3:21])=[CH:16][CH:15]=3)=[CH:11][C:2]([N:29]3[CH:30]=[CH:31][C:27]([C:26]([F:33])([F:32])[F:25])=[N:28]3)=[N:3]2)=[CH:8][CH:7]=1, predict the reactants needed to synthesize it. The reactants are: Cl[C:2]1[CH:11]=[C:10]([O:12][CH2:13][C:14]2[CH:19]=[CH:18][C:17]([O:20][CH3:21])=[CH:16][CH:15]=2)[C:9]2[C:4](=[C:5]([CH3:24])[C:6]([O:22][CH3:23])=[CH:7][CH:8]=2)[N:3]=1.[F:25][C:26]([F:33])([F:32])[C:27]1[CH:31]=[CH:30][NH:29][N:28]=1.ClC1C(OC)=CC=C2C=1N=C(N1C=CC(C(F)(F)F)=N1)C=C2OCC1C=CC(OC)=CC=1. (5) Given the product [CH2:22]([C:9]1[C:8]([C:5]2[CH:4]=[N:3][C:2]([C:32]3[CH:37]=[CH:36][C:35]([O:38][CH:39]([CH3:40])[CH3:41])=[C:34]([C:42]([F:43])([F:45])[F:44])[CH:33]=3)=[N:7][CH:6]=2)=[CH:13][CH:12]=[CH:11][C:10]=1[CH2:14][CH2:15][CH2:16][C:17]([O:19][CH2:20][CH3:21])=[O:18])[CH3:23], predict the reactants needed to synthesize it. The reactants are: Cl[C:2]1[N:7]=[CH:6][C:5]([C:8]2[C:9]([CH2:22][CH3:23])=[C:10]([CH2:14][CH2:15][CH2:16][C:17]([O:19][CH2:20][CH3:21])=[O:18])[CH:11]=[CH:12][CH:13]=2)=[CH:4][N:3]=1.CC1(C)C(C)(C)OB([C:32]2[CH:37]=[CH:36][C:35]([O:38][CH:39]([CH3:41])[CH3:40])=[C:34]([C:42]([F:45])([F:44])[F:43])[CH:33]=2)O1.P([O-])([O-])([O-])=O.[K+].[K+].[K+]. (6) Given the product [Br:11][C:12]1[CH:17]=[CH:16][C:15]([NH:18]/[N:19]=[CH:4]/[C:3]2[C:6]([F:10])=[CH:7][CH:8]=[CH:9][C:2]=2[Cl:1])=[CH:14][CH:13]=1, predict the reactants needed to synthesize it. The reactants are: [Cl:1][C:2]1[CH:9]=[CH:8][CH:7]=[C:6]([F:10])[C:3]=1[CH:4]=O.[Br:11][C:12]1[CH:17]=[CH:16][C:15]([NH:18][NH2:19])=[CH:14][CH:13]=1.C([O-])(O)=O.[Na+]. (7) Given the product [CH3:12][C:3]1[CH:4]=[C:5]([C:8]([CH3:11])([CH3:10])[CH3:9])[CH:6]=[CH:7][C:2]=1[B:18]([OH:23])[OH:19], predict the reactants needed to synthesize it. The reactants are: Br[C:2]1[CH:7]=[CH:6][C:5]([C:8]([CH3:11])([CH3:10])[CH3:9])=[CH:4][C:3]=1[CH3:12].C([Li])CCC.[B:18](OC(C)C)([O:23]C(C)C)[O:19]C(C)C.Cl.